From a dataset of HIV replication inhibition screening data with 41,000+ compounds from the AIDS Antiviral Screen. Binary Classification. Given a drug SMILES string, predict its activity (active/inactive) in a high-throughput screening assay against a specified biological target. (1) The compound is Cc1cc(-c2ccc(N=Nc3ccc4c(S(=O)(=O)O)cc(S(=O)(=O)O)c(N)c4c3O)c(C)c2)ccc1N=Nc1ccc2c(S(=O)(=O)O)cc(S(=O)(=O)O)c(N)c2c1O. The result is 1 (active). (2) The result is 0 (inactive). The molecule is COC(=O)CNC1=NC(=S)N(Cc2ccc(OC)cc2)C12CCCC2. (3) The drug is CC(=O)C1CCC2C1(C)CC=C1C23C=CC2(CC(O)CCC12C)C(C(=O)O)C3C(=O)O. The result is 0 (inactive). (4) The molecule is CC(C)CCCC(C)C1CCC2C3CCC4CC(CCC=C(c5cc(Cl)c(O)c(C(=O)OC(C)C)c5)c5cc(Cl)c(O)c(C(=O)OC(C)C)c5)CCC4(C)C3CCC12C. The result is 0 (inactive). (5) The molecule is Cc1ccc(S(=O)(=O)Nn2c(C)cc3ccc(S(=O)(=O)Nc4ccccc4[N+](=O)[O-])cc3c2=O)cc1. The result is 0 (inactive).